This data is from Full USPTO retrosynthesis dataset with 1.9M reactions from patents (1976-2016). The task is: Predict the reactants needed to synthesize the given product. (1) The reactants are: [O:1]=[C:2]1[NH:7][C:6]2[CH:8]=[C:9]([CH2:12][N:13]3[CH2:18][CH2:17][N:16]([C:19]4[CH:27]=[CH:26][C:22]([C:23](O)=[O:24])=[CH:21][CH:20]=4)[CH2:15][CH2:14]3)[CH:10]=[N:11][C:5]=2[N:4]2[CH2:28][CH2:29][CH2:30][C@@H:3]12.[CH3:31][CH2:32][N:33](C(C)C)C(C)C.C(N)C.CN(C(ON1N=NC2C=CC=NC1=2)=[N+](C)C)C.F[P-](F)(F)(F)(F)F. Given the product [CH2:32]([NH:33][C:23](=[O:24])[C:22]1[CH:26]=[CH:27][C:19]([N:16]2[CH2:15][CH2:14][N:13]([CH2:12][C:9]3[CH:10]=[N:11][C:5]4[N:4]5[CH2:28][CH2:29][CH2:30][C@H:3]5[C:2](=[O:1])[NH:7][C:6]=4[CH:8]=3)[CH2:18][CH2:17]2)=[CH:20][CH:21]=1)[CH3:31], predict the reactants needed to synthesize it. (2) The reactants are: Cl[C:2]1[C:7]([C:8]2[CH:9]=[CH:10][C:11]3[N:12]([CH:14]=[C:15]([NH:17][C:18](=[O:20])[CH3:19])[N:16]=3)[CH:13]=2)=[CH:6][CH:5]=[CH:4][N:3]=1.Br[C:22]1[N:27]=[C:26]([CH3:28])[C:25]([F:29])=[CH:24][CH:23]=1. Given the product [F:29][C:25]1[CH:24]=[CH:23][C:22]([C:2]2[C:7]([C:8]3[CH:9]=[CH:10][C:11]4[N:12]([CH:14]=[C:15]([NH:17][C:18](=[O:20])[CH3:19])[N:16]=4)[CH:13]=3)=[CH:6][CH:5]=[CH:4][N:3]=2)=[N:27][C:26]=1[CH3:28], predict the reactants needed to synthesize it. (3) Given the product [N:9]1([C:3]([CH:2]2[CH2:6][CH2:7][CH2:8][NH:1]2)=[O:5])[CH2:14][CH2:13][CH2:12][CH2:11][CH2:10]1, predict the reactants needed to synthesize it. The reactants are: [NH:1]1[CH2:8][CH2:7][CH2:6][C@H:2]1[C:3]([OH:5])=O.[NH:9]1[CH2:14][CH2:13][CH2:12][CH2:11][CH2:10]1. (4) Given the product [F:19][C:14]1[CH:15]=[C:16]2[C:11](=[CH:12][CH:13]=1)[N:10]=[CH:9][N:8]([C:4]1[CH:5]=[CH:6][CH:7]=[C:2]([B:24]3[O:25][C:26]([CH3:28])([CH3:27])[C:22]([CH3:38])([CH3:21])[O:23]3)[C:3]=1[CH3:20])[C:17]2=[O:18], predict the reactants needed to synthesize it. The reactants are: Br[C:2]1[C:3]([CH3:20])=[C:4]([N:8]2[C:17](=[O:18])[C:16]3[C:11](=[CH:12][CH:13]=[C:14]([F:19])[CH:15]=3)[N:10]=[CH:9]2)[CH:5]=[CH:6][CH:7]=1.[CH3:21][C:22]1([CH3:38])[C:26]([CH3:28])([CH3:27])[O:25][B:24]([B:24]2[O:25][C:26]([CH3:28])([CH3:27])[C:22]([CH3:38])([CH3:21])[O:23]2)[O:23]1.C([O-])(=O)C.[K+].C(Cl)Cl.